From a dataset of NCI-60 drug combinations with 297,098 pairs across 59 cell lines. Regression. Given two drug SMILES strings and cell line genomic features, predict the synergy score measuring deviation from expected non-interaction effect. (1) Drug 1: CC1=C2C(C(=O)C3(C(CC4C(C3C(C(C2(C)C)(CC1OC(=O)C(C(C5=CC=CC=C5)NC(=O)C6=CC=CC=C6)O)O)OC(=O)C7=CC=CC=C7)(CO4)OC(=O)C)O)C)OC(=O)C. Drug 2: CC1C(C(CC(O1)OC2CC(CC3=C2C(=C4C(=C3O)C(=O)C5=C(C4=O)C(=CC=C5)OC)O)(C(=O)CO)O)N)O.Cl. Cell line: CCRF-CEM. Synergy scores: CSS=46.0, Synergy_ZIP=-6.07, Synergy_Bliss=-7.78, Synergy_Loewe=-1.23, Synergy_HSA=0.130. (2) Drug 1: CC12CCC3C(C1CCC2O)C(CC4=C3C=CC(=C4)O)CCCCCCCCCS(=O)CCCC(C(F)(F)F)(F)F. Drug 2: CC1=C2C(C(=O)C3(C(CC4C(C3C(C(C2(C)C)(CC1OC(=O)C(C(C5=CC=CC=C5)NC(=O)OC(C)(C)C)O)O)OC(=O)C6=CC=CC=C6)(CO4)OC(=O)C)O)C)O. Cell line: COLO 205. Synergy scores: CSS=20.9, Synergy_ZIP=5.20, Synergy_Bliss=9.84, Synergy_Loewe=9.99, Synergy_HSA=11.1. (3) Drug 1: CCC1=CC2CC(C3=C(CN(C2)C1)C4=CC=CC=C4N3)(C5=C(C=C6C(=C5)C78CCN9C7C(C=CC9)(C(C(C8N6C)(C(=O)OC)O)OC(=O)C)CC)OC)C(=O)OC.C(C(C(=O)O)O)(C(=O)O)O. Drug 2: CC1=C(C=C(C=C1)C(=O)NC2=CC(=CC(=C2)C(F)(F)F)N3C=C(N=C3)C)NC4=NC=CC(=N4)C5=CN=CC=C5. Cell line: NCIH23. Synergy scores: CSS=50.7, Synergy_ZIP=4.43, Synergy_Bliss=4.72, Synergy_Loewe=-16.4, Synergy_HSA=3.88. (4) Drug 1: C1=CC(=CC=C1CCC2=CNC3=C2C(=O)NC(=N3)N)C(=O)NC(CCC(=O)O)C(=O)O. Drug 2: CCC1=C2CN3C(=CC4=C(C3=O)COC(=O)C4(CC)O)C2=NC5=C1C=C(C=C5)O. Cell line: DU-145. Synergy scores: CSS=46.0, Synergy_ZIP=-4.00, Synergy_Bliss=1.98, Synergy_Loewe=0.943, Synergy_HSA=2.92. (5) Drug 1: CN(C)C1=NC(=NC(=N1)N(C)C)N(C)C. Drug 2: C1C(C(OC1N2C=C(C(=O)NC2=O)F)CO)O. Cell line: NCIH23. Synergy scores: CSS=24.2, Synergy_ZIP=-7.70, Synergy_Bliss=-2.56, Synergy_Loewe=-24.4, Synergy_HSA=-2.87. (6) Drug 1: CN1C2=C(C=C(C=C2)N(CCCl)CCCl)N=C1CCCC(=O)O.Cl. Drug 2: COC1=NC(=NC2=C1N=CN2C3C(C(C(O3)CO)O)O)N. Cell line: KM12. Synergy scores: CSS=-3.23, Synergy_ZIP=-0.0634, Synergy_Bliss=-2.84, Synergy_Loewe=-1.56, Synergy_HSA=-2.75. (7) Drug 1: C1C(C(OC1N2C=NC3=C(N=C(N=C32)Cl)N)CO)O. Drug 2: CCC1=C2CN3C(=CC4=C(C3=O)COC(=O)C4(CC)O)C2=NC5=C1C=C(C=C5)O. Cell line: A549. Synergy scores: CSS=32.2, Synergy_ZIP=-6.73, Synergy_Bliss=2.31, Synergy_Loewe=-12.9, Synergy_HSA=-0.387.